From a dataset of NCI-60 drug combinations with 297,098 pairs across 59 cell lines. Regression. Given two drug SMILES strings and cell line genomic features, predict the synergy score measuring deviation from expected non-interaction effect. (1) Synergy scores: CSS=20.8, Synergy_ZIP=0.495, Synergy_Bliss=0.530, Synergy_Loewe=-9.67, Synergy_HSA=1.86. Cell line: NCIH23. Drug 2: CC1CCC2CC(C(=CC=CC=CC(CC(C(=O)C(C(C(=CC(C(=O)CC(OC(=O)C3CCCCN3C(=O)C(=O)C1(O2)O)C(C)CC4CCC(C(C4)OC)O)C)C)O)OC)C)C)C)OC. Drug 1: C1=CC(=CC=C1CCC2=CNC3=C2C(=O)NC(=N3)N)C(=O)NC(CCC(=O)O)C(=O)O. (2) Drug 1: C#CCC(CC1=CN=C2C(=N1)C(=NC(=N2)N)N)C3=CC=C(C=C3)C(=O)NC(CCC(=O)O)C(=O)O. Drug 2: C1CN(P(=O)(OC1)NCCCl)CCCl. Cell line: NCI-H522. Synergy scores: CSS=-4.52, Synergy_ZIP=3.27, Synergy_Bliss=3.41, Synergy_Loewe=-4.91, Synergy_HSA=-4.65. (3) Synergy scores: CSS=46.3, Synergy_ZIP=3.33, Synergy_Bliss=5.16, Synergy_Loewe=-7.60, Synergy_HSA=2.46. Drug 1: CC1=C(C=C(C=C1)C(=O)NC2=CC(=CC(=C2)C(F)(F)F)N3C=C(N=C3)C)NC4=NC=CC(=N4)C5=CN=CC=C5. Drug 2: CC1=C(C(=O)C2=C(C1=O)N3CC4C(C3(C2COC(=O)N)OC)N4)N. Cell line: HOP-62. (4) Drug 1: CC1OCC2C(O1)C(C(C(O2)OC3C4COC(=O)C4C(C5=CC6=C(C=C35)OCO6)C7=CC(=C(C(=C7)OC)O)OC)O)O. Drug 2: CC1=C(C(CCC1)(C)C)C=CC(=CC=CC(=CC(=O)O)C)C. Cell line: OVCAR-4. Synergy scores: CSS=0.177, Synergy_ZIP=-1.21, Synergy_Bliss=-0.201, Synergy_Loewe=-2.46, Synergy_HSA=-1.94.